Dataset: Full USPTO retrosynthesis dataset with 1.9M reactions from patents (1976-2016). Task: Predict the reactants needed to synthesize the given product. Given the product [OH:5][C:6]1[CH:7]=[C:8]([CH:12]=[CH:13][C:14]=1[I:3])[C:9]([OH:11])=[O:10], predict the reactants needed to synthesize it. The reactants are: [OH-].[Na+].[I-:3].[Na+].[OH:5][C:6]1[CH:7]=[C:8]([CH:12]=[CH:13][CH:14]=1)[C:9]([OH:11])=[O:10].O.